From a dataset of Peptide-MHC class II binding affinity with 134,281 pairs from IEDB. Regression. Given a peptide amino acid sequence and an MHC pseudo amino acid sequence, predict their binding affinity value. This is MHC class II binding data. (1) The peptide sequence is DDYTEYKLTESIDNI. The MHC is HLA-DPA10301-DPB10402 with pseudo-sequence HLA-DPA10301-DPB10402. The binding affinity (normalized) is 0.255. (2) The MHC is DRB1_0404 with pseudo-sequence DRB1_0404. The peptide sequence is SINYRTEIDKPSQHH. The binding affinity (normalized) is 0.139. (3) The peptide sequence is EKKYFATTQFEPLAA. The MHC is DRB1_0101 with pseudo-sequence DRB1_0101. The binding affinity (normalized) is 0.696. (4) The peptide sequence is EAGKATTEEQKLIED. The MHC is DRB1_1501 with pseudo-sequence DRB1_1501. The binding affinity (normalized) is 0. (5) The peptide sequence is WFINWYLPISQLFYN. The MHC is HLA-DQA10501-DQB10201 with pseudo-sequence HLA-DQA10501-DQB10201. The binding affinity (normalized) is 0.623. (6) The peptide sequence is PYGATISATPEWATP. The MHC is DRB1_1201 with pseudo-sequence DRB1_1201. The binding affinity (normalized) is 0.0917. (7) The peptide sequence is TELQIVDKIDAAFKI. The MHC is DRB5_0101 with pseudo-sequence DRB5_0101. The binding affinity (normalized) is 0.706. (8) The peptide sequence is SQDLELSWNLNGDQAY. The binding affinity (normalized) is 0.397. The MHC is DRB1_1302 with pseudo-sequence DRB1_1302.